The task is: Predict the reaction yield, written as a fraction of the theoretical maximum amount of product (1.0 means a 100% yield; for example, 0.34 means a 34% yield).. This data is from Reaction yield outcomes from USPTO patents with 853,638 reactions. The reactants are [CH3:1][NH:2][C:3](=[O:12])[C:4]1[CH:9]=[CH:8][C:7]([NH2:10])=[CH:6][C:5]=1[F:11].[C:13]1(=O)[CH2:17][CH2:16][CH2:15][CH2:14]1.[Si]([C:23]#[N:24])(C)(C)C. The catalyst is C(OCC)(=O)C. The product is [CH3:1][NH:2][C:3](=[O:12])[C:4]1[CH:9]=[CH:8][C:7]([NH:10][C:13]2([C:23]#[N:24])[CH2:17][CH2:16][CH2:15][CH2:14]2)=[CH:6][C:5]=1[F:11]. The yield is 0.630.